This data is from Full USPTO retrosynthesis dataset with 1.9M reactions from patents (1976-2016). The task is: Predict the reactants needed to synthesize the given product. (1) Given the product [CH3:14][O:15][CH:16]([O:17][CH3:18])[C:3]1[C:2]([F:1])=[C:9]([N+:10]([O-:12])=[O:11])[CH:8]=[CH:7][C:6]=1[F:13], predict the reactants needed to synthesize it. The reactants are: [F:1][C:2]1[C:9]([N+:10]([O-:12])=[O:11])=[CH:8][CH:7]=[C:6]([F:13])[C:3]=1C=O.[CH3:14][O:15][CH:16](OC)[O:17][CH3:18]. (2) Given the product [CH:11]1([N:8]2[C:9]3[CH:10]=[C:2]([C:37]4[CH:36]=[CH:35][C:32]([CH:33]=[O:34])=[CH:31][C:30]=4[CH3:29])[CH:3]=[C:4]([C:16]([NH:18][CH2:19][C:20]4[C:21](=[O:28])[NH:22][C:23]([CH3:27])=[CH:24][C:25]=4[CH3:26])=[O:17])[C:5]=3[CH:6]=[N:7]2)[CH2:15][CH2:14][CH2:13][CH2:12]1, predict the reactants needed to synthesize it. The reactants are: Br[C:2]1[CH:3]=[C:4]([C:16]([NH:18][CH2:19][C:20]2[C:21](=[O:28])[NH:22][C:23]([CH3:27])=[CH:24][C:25]=2[CH3:26])=[O:17])[C:5]2[CH:6]=[N:7][N:8]([CH:11]3[CH2:15][CH2:14][CH2:13][CH2:12]3)[C:9]=2[CH:10]=1.[CH3:29][C:30]1[CH:31]=[C:32]([CH:35]=[CH:36][C:37]=1B1OC(C)(C)C(C)(C)O1)[CH:33]=[O:34].C([O-])([O-])=O.[Na+].[Na+].